Dataset: Forward reaction prediction with 1.9M reactions from USPTO patents (1976-2016). Task: Predict the product of the given reaction. (1) The product is: [F:1][C:2]1[CH:26]=[C:25]([F:27])[CH:24]=[CH:23][C:3]=1[O:4][C:5]1[C:10](=[O:11])[N:9]([CH3:30])[C:8]2[CH:12]=[N:13][N:14]([CH2:15][O:16][CH2:17][CH2:18][Si:19]([CH3:22])([CH3:20])[CH3:21])[C:7]=2[CH:6]=1. Given the reactants [F:1][C:2]1[CH:26]=[C:25]([F:27])[CH:24]=[CH:23][C:3]=1[O:4][C:5]1[C:10](=[O:11])[NH:9][C:8]2[CH:12]=[N:13][N:14]([CH2:15][O:16][CH2:17][CH2:18][Si:19]([CH3:22])([CH3:21])[CH3:20])[C:7]=2[CH:6]=1.[H-].[Na+].[CH3:30]I, predict the reaction product. (2) Given the reactants [C:1]([Cl:6])(=O)[C:2](Cl)=O.OC1C2[C:12](=[CH:13][CH:14]=[C:15]([CH3:18])[CH:16]=2)[N:11]([C:19]2[CH:24]=[CH:23][CH:22]=[CH:21][CH:20]=2)[C:10](=[O:25])[C:9]=1[C:26]([O:28][CH2:29][CH3:30])=[O:27], predict the reaction product. The product is: [CH2:29]([O:28][C:26]([C:9]1[C:10](=[O:25])[N:11]([C:19]2[CH:20]=[CH:21][CH:22]=[CH:23][CH:24]=2)[C:12]2[C:2]([C:1]=1[Cl:6])=[CH:16][C:15]([CH3:18])=[CH:14][CH:13]=2)=[O:27])[CH3:30]. (3) Given the reactants C(OC([NH:11][CH:12]1[CH2:15][N:14]([C:16]2[CH:17]=[C:18]([CH:23]=[CH:24][CH:25]=2)[C:19]([O:21][CH3:22])=[O:20])[C:13]1=[O:26])=O)C1C=CC=CC=1, predict the reaction product. The product is: [NH2:11][CH:12]1[CH2:15][N:14]([C:16]2[CH:17]=[C:18]([CH:23]=[CH:24][CH:25]=2)[C:19]([O:21][CH3:22])=[O:20])[C:13]1=[O:26]. (4) Given the reactants [H-].[Na+].[NH:3]1[C:11]2[C:6](=[CH:7][CH:8]=[CH:9][CH:10]=2)[CH:5]=[CH:4]1.[C:12]1([S:18](Cl)(=[O:20])=[O:19])[CH:17]=[CH:16][CH:15]=[CH:14][CH:13]=1.O, predict the reaction product. The product is: [C:12]1([S:18]([N:3]2[C:11]3[C:6](=[CH:7][CH:8]=[CH:9][CH:10]=3)[CH:5]=[CH:4]2)(=[O:20])=[O:19])[CH:17]=[CH:16][CH:15]=[CH:14][CH:13]=1. (5) Given the reactants C([C:3]1[CH:4]=[CH:5][CH:6]=[C:7]2[C:12]=1[N:11]=[C:10]([C:13]1([C:16]3[CH:21]=[CH:20][CH:19]=[CH:18][CH:17]=3)[CH2:15][CH2:14]1)[C:9]([OH:22])=[C:8]2[C:23]([OH:25])=[O:24])C.[F:26][C:27]([F:41])([F:40])[O:28]C1C=C2C(=CC=1)NC(=O)C2=O.[OH-].[Na+], predict the reaction product. The product is: [OH:22][C:9]1[C:10]([C:13]2([C:16]3[CH:21]=[CH:20][C:19]([C:27]([F:41])([F:40])[F:26])=[CH:18][CH:17]=3)[CH2:15][CH2:14]2)=[N:11][C:12]2[C:7]([C:8]=1[C:23]([OH:25])=[O:24])=[CH:6][C:5]([O:28][C:27]([F:41])([F:40])[F:26])=[CH:4][CH:3]=2. (6) Given the reactants [CH2:1]([O:4][C:5]1[CH:13]=[C:12]([O:14][CH2:15][CH:16]=[CH2:17])[C:11]([CH:18]([C:20]#[CH:21])[CH3:19])=[CH:10][C:6]=1[C:7]([OH:9])=O)[CH:2]=[CH2:3].[N:22]1([CH2:28][C:29]2[CH:34]=[CH:33][C:32]([NH2:35])=[CH:31][CH:30]=2)[CH2:27][CH2:26][O:25][CH2:24][CH2:23]1.O.ON1C2C=CC=CC=2N=N1.Cl.C(N=C=NCCCN(C)C)C, predict the reaction product. The product is: [CH2:1]([O:4][C:5]1[CH:13]=[C:12]([O:14][CH2:15][CH:16]=[CH2:17])[C:11]([CH:18]([C:20]#[CH:21])[CH3:19])=[CH:10][C:6]=1[C:7]([NH:35][C:32]1[CH:31]=[CH:30][C:29]([CH2:28][N:22]2[CH2:23][CH2:24][O:25][CH2:26][CH2:27]2)=[CH:34][CH:33]=1)=[O:9])[CH:2]=[CH2:3].